From a dataset of Forward reaction prediction with 1.9M reactions from USPTO patents (1976-2016). Predict the product of the given reaction. Given the reactants [CH:1]1[C:10]2[C:5](=[CH:6][CH:7]=[CH:8][CH:9]=2)[CH:4]=[CH:3][C:2]=1B(O)O.[Br:14][C:15]1[CH:16]=[C:17](I)[CH:18]=[CH:19][CH:20]=1.C(=O)([O-])[O-].[Na+].[Na+], predict the reaction product. The product is: [Br:14][C:15]1[CH:20]=[C:19]([C:2]2[CH:3]=[CH:4][C:5]3[C:10](=[CH:9][CH:8]=[CH:7][CH:6]=3)[CH:1]=2)[CH:18]=[CH:17][CH:16]=1.